Regression. Given a peptide amino acid sequence and an MHC pseudo amino acid sequence, predict their binding affinity value. This is MHC class I binding data. From a dataset of Peptide-MHC class I binding affinity with 185,985 pairs from IEDB/IMGT. (1) The peptide sequence is IISYIILFI. The MHC is HLA-A02:06 with pseudo-sequence HLA-A02:06. The binding affinity (normalized) is 0.695. (2) The peptide sequence is YLLLTTNGT. The MHC is HLA-A66:01 with pseudo-sequence HLA-A66:01. The binding affinity (normalized) is 0.213.